This data is from Peptide-MHC class II binding affinity with 134,281 pairs from IEDB. The task is: Regression. Given a peptide amino acid sequence and an MHC pseudo amino acid sequence, predict their binding affinity value. This is MHC class II binding data. (1) The peptide sequence is QFKPEEITGIMKDFD. The MHC is HLA-DPA10103-DPB10401 with pseudo-sequence HLA-DPA10103-DPB10401. The binding affinity (normalized) is 0.0275. (2) The peptide sequence is LVKYEGDTMAEVELR. The MHC is DRB1_1001 with pseudo-sequence DRB1_1001. The binding affinity (normalized) is 0.212. (3) The peptide sequence is PDKPSLDISLETVAID. The MHC is DRB1_0404 with pseudo-sequence DRB1_0404. The binding affinity (normalized) is 0.479. (4) The peptide sequence is GINTRNMTMSMSMIL. The MHC is DRB1_1302 with pseudo-sequence DRB1_1302. The binding affinity (normalized) is 0.738. (5) The peptide sequence is QKQLLTNHLINTPKI. The MHC is DRB1_1302 with pseudo-sequence DRB1_1302. The binding affinity (normalized) is 0.957. (6) The peptide sequence is REETQQKSNLELLRI. The MHC is DRB1_0802 with pseudo-sequence DRB1_0802. The binding affinity (normalized) is 0.0740. (7) The peptide sequence is YDKFLANVSTRLTGK. The MHC is DRB1_1001 with pseudo-sequence DRB1_1001. The binding affinity (normalized) is 0.633. (8) The peptide sequence is NPRLCTKEEFIAKVR. The MHC is DRB3_0202 with pseudo-sequence DRB3_0202. The binding affinity (normalized) is 0.309. (9) The peptide sequence is DCISIGPGSTGLNIT. The MHC is DRB1_1101 with pseudo-sequence DRB1_1101. The binding affinity (normalized) is 0.134.